This data is from Reaction yield outcomes from USPTO patents with 853,638 reactions. The task is: Predict the reaction yield, written as a fraction of the theoretical maximum amount of product (1.0 means a 100% yield; for example, 0.34 means a 34% yield). (1) The reactants are C(OC([C:6]1[C:7](=[O:17])[N:8]([C:11]2[CH:16]=[CH:15][CH:14]=[CH:13][CH:12]=2)[NH:9][CH:10]=1)=O)C.[OH-].[Na+].Cl.C(OCC)(=O)C. The catalyst is CO.O. The product is [C:11]1([N:8]2[C:7](=[O:17])[CH2:6][CH:10]=[N:9]2)[CH:16]=[CH:15][CH:14]=[CH:13][CH:12]=1. The yield is 0.380. (2) The reactants are [NH:1]1[CH:5]=[CH:4][N:3]=[CH:2]1.S(Cl)(Cl)=O.S(C1NC=CN=1)(C1NC=CN=1)=O.[C:22]1([C:28]2[CH:33]=[CH:32][CH:31]=[CH:30][CH:29]=2)[CH:27]=[CH:26][CH:25]=[CH:24][CH:23]=1.[C:34]1([CH2:40]O)[CH:39]=[CH:38][CH:37]=[CH:36][CH:35]=1. The catalyst is C(#N)C. The product is [CH:25]1[CH:24]=[CH:23][C:22]([C:28]2[CH:29]=[CH:30][C:31]([CH:40]([N:1]3[CH:2]=[N:3][CH:4]=[CH:5]3)[C:34]3[CH:35]=[CH:36][CH:37]=[CH:38][CH:39]=3)=[CH:32][CH:33]=2)=[CH:27][CH:26]=1. The yield is 0.560. (3) The reactants are C([O:5][C:6](=[O:27])[CH:7]=[CH:8][C:9]1[CH:14]=[CH:13][C:12]([CH:15]=[CH:16][C:17](=[O:24])[C:18]2[CH:23]=[CH:22][CH:21]=[CH:20][CH:19]=2)=[CH:11][C:10]=1[O:25][CH3:26])(C)(C)C.C(O)(C(F)(F)F)=O. The catalyst is C(Cl)Cl. The product is [CH3:26][O:25][C:10]1[CH:11]=[C:12]([CH:15]=[CH:16][C:17](=[O:24])[C:18]2[CH:19]=[CH:20][CH:21]=[CH:22][CH:23]=2)[CH:13]=[CH:14][C:9]=1[CH:8]=[CH:7][C:6]([OH:27])=[O:5]. The yield is 0.990. (4) The reactants are [CH:1]([Li])([CH2:3]C)[CH3:2].[CH2:6]([C:10]1[N:14](CC2C=CC(C3C=CC=CC=3C3NN=NN=3)=CC=2)[N:13]=[C:12]([CH2:33][C:34](=O)[CH2:35][CH2:36][CH3:37])[N:11]=1)[CH2:7][CH2:8][CH3:9].C(Br)C1C=CC=CC=1.C1C[O:50]CC1. No catalyst specified. The product is [CH2:6]([C:10]1[NH:14][N:13]=[C:12]([C:33](=[O:50])[CH2:34][C:35]2[CH:36]=[CH:37][CH:3]=[CH:1][CH:2]=2)[N:11]=1)[CH2:7][CH2:8][CH3:9]. The yield is 0.310. (5) The reactants are S(=O)(=O)(O)N.P([O-])(O)(O)=O.[Na+].[CH3:12][C:13]([C:16]1[CH:17]=[CH:18][C:19]([OH:24])=[C:20]([CH:23]=1)[CH:21]=[O:22])([CH3:15])[CH3:14].Cl([O-])=[O:26].[Na+].S([O-])([O-])=O.[Na+].[Na+].Cl. The catalyst is O1CCOCC1.O. The product is [CH3:15][C:13]([C:16]1[CH:23]=[C:20]([C:21]([OH:26])=[O:22])[C:19]([OH:24])=[CH:18][CH:17]=1)([CH3:12])[CH3:14]. The yield is 0.774. (6) The reactants are [C:1]([O:4][CH2:5][C@@H:6]1[C@@H:11]([O:12][C:13](=[O:15])[CH3:14])[C@H:10]([OH:16])[C@H:9]([OH:17])[C@@H:8]([C:18]2[CH:23]=[CH:22][CH:21]=[C:20]([Br:24])[CH:19]=2)[O:7]1)(=[O:3])[CH3:2].N1[CH:30]=[CH:29]C=CC=1.[C:31](OC(=O)C)(=[O:33])[CH3:32].Cl.[OH2:39]. The catalyst is CN(C)C1C=CN=CC=1.C(Cl)Cl. The product is [C:1]([O:4][CH2:5][C@@H:6]1[C@@H:11]([O:12][C:13](=[O:15])[CH3:14])[C@H:10]([O:16][C:31](=[O:33])[CH3:32])[C@H:9]([O:17][C:29](=[O:39])[CH3:30])[C@@H:8]([C:18]2[CH:23]=[CH:22][CH:21]=[C:20]([Br:24])[CH:19]=2)[O:7]1)(=[O:3])[CH3:2]. The yield is 0.892. (7) The reactants are [CH3:1][C:2]1[CH:7]=[CH:6][N:5]=[CH:4][C:3]=1[N:8]1[CH2:12][CH2:11][NH:10][C:9]1=[O:13].Br[C:15]1[CH:16]=[CH:17][C:18]([NH:21][C:22](=[O:24])[CH3:23])=[N:19][CH:20]=1.N[C@@H]1CCCC[C@H]1N.P([O-])([O-])([O-])=O.[K+].[K+].[K+]. The catalyst is [Cu](I)I.O1CCOCC1. The product is [CH3:1][C:2]1[CH:7]=[CH:6][N:5]=[CH:4][C:3]=1[N:8]1[CH2:12][CH2:11][N:10]([C:15]2[CH:16]=[CH:17][C:18]([NH:21][C:22](=[O:24])[CH3:23])=[N:19][CH:20]=2)[C:9]1=[O:13]. The yield is 0.400. (8) The reactants are [F:1][C:2]1[CH:7]=[C:6]([C:8]2[C:13]3[CH:14]=[C:15]([C:17]([O:19][CH3:20])=[O:18])[NH:16][C:12]=3[CH:11]=[CH:10][N:9]=2)[CH:5]=[CH:4][N:3]=1.[H-].[Na+].Br[CH2:24][CH2:25][O:26][C:27]1[CH:32]=[CH:31][C:30]([Cl:33])=[CH:29][CH:28]=1. The catalyst is CN(C=O)C.O. The product is [Cl:33][C:30]1[CH:31]=[CH:32][C:27]([O:26][CH2:25][CH2:24][N:16]2[C:12]3[CH:11]=[CH:10][N:9]=[C:8]([C:6]4[CH:5]=[CH:4][N:3]=[C:2]([F:1])[CH:7]=4)[C:13]=3[CH:14]=[C:15]2[C:17]([O:19][CH3:20])=[O:18])=[CH:28][CH:29]=1. The yield is 0.820. (9) The reactants are [Cl:1][C:2]1[N:7]=[C:6](Cl)[C:5]([O:9][CH3:10])=[CH:4][N:3]=1.[CH3:11][C:12]1[CH:18]=[CH:17][C:16]([C:19]([CH3:22])([CH3:21])[CH3:20])=[CH:15][C:13]=1[NH2:14].C(N(C(C)C)CC)(C)C. The catalyst is CC(O)C. The product is [C:19]([C:16]1[CH:17]=[CH:18][C:12]([CH3:11])=[C:13]([NH:14][C:6]2[C:5]([O:9][CH3:10])=[CH:4][N:3]=[C:2]([Cl:1])[N:7]=2)[CH:15]=1)([CH3:22])([CH3:21])[CH3:20]. The yield is 0.486.